Predict the reactants needed to synthesize the given product. From a dataset of Full USPTO retrosynthesis dataset with 1.9M reactions from patents (1976-2016). (1) Given the product [CH3:1][O:2][C:3](=[O:12])[C:4]1[CH:9]=[C:8]([I:10])[CH:7]=[C:6]([Cl:13])[C:5]=1[NH2:11], predict the reactants needed to synthesize it. The reactants are: [CH3:1][O:2][C:3](=[O:12])[C:4]1[CH:9]=[C:8]([I:10])[CH:7]=[CH:6][C:5]=1[NH2:11].[Cl:13]N1C(=O)CCC1=O. (2) Given the product [F:1][C:2]1[CH:3]=[CH:4][C:5]([C:8]2[C:9]([CH3:17])=[C:10]([C:11]([O:13][CH2:14][CH3:15])=[O:12])[O:19][N:18]=2)=[CH:6][CH:7]=1, predict the reactants needed to synthesize it. The reactants are: [F:1][C:2]1[CH:7]=[CH:6][C:5]([C:8](=[N:18][OH:19])[CH:9]([CH3:17])[C:10](=O)[C:11]([O:13][CH2:14][CH3:15])=[O:12])=[CH:4][CH:3]=1.S(=O)(=O)(O)O.C(=O)(O)[O-].[Na+]. (3) Given the product [ClH:29].[CH2:1]([NH:4][C:5]1[NH:9][C:8]([C:10]2[CH:15]=[CH:14][C:13]([F:16])=[CH:12][CH:11]=2)=[N:7][C:6]=1[C:17]1[CH:22]=[CH:21][CH:20]=[CH:19][CH:18]=1)[CH3:2], predict the reactants needed to synthesize it. The reactants are: [C:1]([NH:4][C:5]1[NH:9][C:8]([C:10]2[CH:15]=[CH:14][C:13]([F:16])=[CH:12][CH:11]=2)=[N:7][C:6]=1[C:17]1[CH:22]=[CH:21][CH:20]=[CH:19][CH:18]=1)(=O)[CH3:2].O1CCCC1.B.[ClH:29].C(=O)([O-])O.[Na+].